From a dataset of Forward reaction prediction with 1.9M reactions from USPTO patents (1976-2016). Predict the product of the given reaction. (1) Given the reactants [F:1][C:2]1[CH:29]=[CH:28][C:5]([CH2:6][N:7]2[C:15]3[C:10](=[CH:11][C:12](/[CH:16]=[C:17]4/[C:18](=[O:27])[N:19]([CH2:23][C:24](O)=[O:25])[C:20](=[O:22])[S:21]/4)=[CH:13][CH:14]=3)[CH:9]=[N:8]2)=[C:4]([C:30]([F:33])([F:32])[F:31])[CH:3]=1.[CH3:34][S:35]([NH2:38])(=[O:37])=[O:36], predict the reaction product. The product is: [F:1][C:2]1[CH:29]=[CH:28][C:5]([CH2:6][N:7]2[C:15]3[C:10](=[CH:11][C:12](/[CH:16]=[C:17]4/[C:18](=[O:27])[N:19]([CH2:23][C:24]([NH:38][S:35]([CH3:34])(=[O:37])=[O:36])=[O:25])[C:20](=[O:22])[S:21]/4)=[CH:13][CH:14]=3)[CH:9]=[N:8]2)=[C:4]([C:30]([F:32])([F:33])[F:31])[CH:3]=1. (2) The product is: [ClH:25].[CH2:1]([C:3]1[CH:8]=[C:7]([C:9]#[N:10])[CH:6]=[CH:5][C:4]=1[N:11]=[C:12]1[N:26]([CH2:27][CH:28]([CH3:29])[CH3:30])[C@@H:23]([CH2:22][C:19]2[CH:18]=[CH:17][C:16]([OH:15])=[CH:21][CH:20]=2)[CH2:24][S:13]1)[CH3:2]. Given the reactants [CH2:1]([C:3]1[CH:8]=[C:7]([C:9]#[N:10])[CH:6]=[CH:5][C:4]=1[N:11]=[C:12]=[S:13])[CH3:2].[Cl-].[OH:15][C:16]1[CH:21]=[CH:20][C:19]([CH2:22][C@H:23]([NH2+:26][CH2:27][CH:28]([CH3:30])[CH3:29])[CH2:24][Cl:25])=[CH:18][CH:17]=1, predict the reaction product. (3) Given the reactants [SiH:1](Cl)([CH3:3])[CH3:2].[CH2:5]([C:8]1[CH:13]=[CH:12][CH:11]=[CH:10][C:9]=1[OH:14])[CH:6]=[CH2:7].CCN(CC)CC, predict the reaction product. The product is: [CH2:5]([C:8]1[CH:13]=[CH:12][CH:11]=[CH:10][C:9]=1[O:14][SiH:1]([CH3:3])[CH3:2])[CH:6]=[CH2:7]. (4) Given the reactants [NH2:1][CH2:2][C:3]1[CH:16]=[CH:15][C:6]([N:7]([CH3:14])[C:8]2[CH:13]=[CH:12][CH:11]=[CH:10][CH:9]=2)=[CH:5][CH:4]=1.[N:17]1[CH:22]=[C:21]([C:23]([NH:25][C:26]2([C:29](O)=[O:30])[CH2:28][CH2:27]2)=[O:24])[CH:20]=[N:19][CH:18]=1, predict the reaction product. The product is: [CH3:14][N:7]([C:8]1[CH:13]=[CH:12][CH:11]=[CH:10][CH:9]=1)[C:6]1[CH:15]=[CH:16][C:3]([CH2:2][NH:1][C:29]([C:26]2([NH:25][C:23]([C:21]3[CH:20]=[N:19][CH:18]=[N:17][CH:22]=3)=[O:24])[CH2:28][CH2:27]2)=[O:30])=[CH:4][CH:5]=1. (5) Given the reactants Cl[C:2]1[CH:7]=[C:6]([C:8]([F:11])([F:10])[F:9])[N:5]=[C:4]([C:12]2[CH:13]=[N:14][CH:15]=[CH:16][CH:17]=2)[N:3]=1.[CH3:18][O:19][C:20]1[C:21]([N+:28]([O-:30])=[O:29])=[CH:22][C:23]([CH3:27])=[C:24]([CH:26]=1)[NH2:25], predict the reaction product. The product is: [CH3:18][O:19][C:20]1[C:21]([N+:28]([O-:30])=[O:29])=[CH:22][C:23]([CH3:27])=[C:24]([CH:26]=1)[NH:25][C:2]1[CH:7]=[C:6]([C:8]([F:11])([F:10])[F:9])[N:5]=[C:4]([C:12]2[CH:13]=[N:14][CH:15]=[CH:16][CH:17]=2)[N:3]=1. (6) Given the reactants FC(F)(F)C(O)=O.ClC1C(N[C@@H]2[C@@H]3C[C@@H](C=C3)[C@@H]2C(N)=O)=C2N=C(C3C=CC(CN4CCOCC4)=CC=3)NC2=NC=1.[NH2:42][C:43]1[C:48]([NH2:49])=[C:47]([NH:50][C@H:51]2[C@H:56]3[CH2:57][C@H:53]([CH:54]=[CH:55]3)[C@H:52]2[C:58]([NH2:60])=[O:59])[C:46]([Cl:61])=[CH:45][N:44]=1.[CH3:62][O:63][C:64]1[CH:71]=[C:70]([N:72]2[CH2:77][CH2:76][N:75]([CH3:78])[CH2:74][CH2:73]2)[CH:69]=[CH:68][C:65]=1[CH:66]=O, predict the reaction product. The product is: [Cl:61][C:46]1[C:47]([NH:50][C@H:51]2[C@H:56]3[CH2:57][C@H:53]([CH:54]=[CH:55]3)[C@H:52]2[C:58]([NH2:60])=[O:59])=[C:48]2[N:49]=[C:66]([C:65]3[CH:68]=[CH:69][C:70]([N:72]4[CH2:73][CH2:74][N:75]([CH3:78])[CH2:76][CH2:77]4)=[CH:71][C:64]=3[O:63][CH3:62])[NH:42][C:43]2=[N:44][CH:45]=1. (7) Given the reactants [CH2:1]([O:3][C:4]([C:6]1[CH:14]=[C:13]2[C:9]([C:10]([C:25](O)=[O:26])=[C:11]([CH:22]([CH3:24])[CH3:23])[N:12]2[CH2:15][C:16]2[CH:21]=[CH:20][CH:19]=[CH:18][N:17]=2)=[CH:8][CH:7]=1)=[O:5])[CH3:2].C(Cl)CCl.[F:32][C:33]1[CH:34]=[C:35]([CH:38]=[C:39]([F:41])[CH:40]=1)[CH2:36][NH2:37], predict the reaction product. The product is: [F:32][C:33]1[CH:34]=[C:35]([CH:38]=[C:39]([F:41])[CH:40]=1)[CH2:36][NH:37][C:25]([C:10]1[C:9]2[C:13](=[CH:14][C:6]([C:4]([O:3][CH2:1][CH3:2])=[O:5])=[CH:7][CH:8]=2)[N:12]([CH2:15][C:16]2[CH:21]=[CH:20][CH:19]=[CH:18][N:17]=2)[C:11]=1[CH:22]([CH3:23])[CH3:24])=[O:26].